From a dataset of Peptide-MHC class II binding affinity with 134,281 pairs from IEDB. Regression. Given a peptide amino acid sequence and an MHC pseudo amino acid sequence, predict their binding affinity value. This is MHC class II binding data. The peptide sequence is ILELAQSETCSPGGQ. The MHC is DRB1_0101 with pseudo-sequence DRB1_0101. The binding affinity (normalized) is 0.0766.